From a dataset of Catalyst prediction with 721,799 reactions and 888 catalyst types from USPTO. Predict which catalyst facilitates the given reaction. (1) Reactant: [C:1]([O:5][C@@H:6]([C:11]1[C:35]([CH3:36])=[CH:34][C:14]2[N:15]=[C:16]([C:18]3[CH:19]=[C:20]4[C:24](=[CH:25][CH:26]=3)[N:23]([CH3:27])[N:22]=[C:21]4[C:28]3[CH:33]=[CH:32][CH:31]=[CH:30][N:29]=3)[S:17][C:13]=2[C:12]=1[C:37]1[CH:42]=[CH:41][C:40]([Cl:43])=[CH:39][CH:38]=1)[C:7]([O:9]C)=[O:8])([CH3:4])([CH3:3])[CH3:2].[OH-].[Na+]. Product: [C:1]([O:5][C@@H:6]([C:11]1[C:35]([CH3:36])=[CH:34][C:14]2[N:15]=[C:16]([C:18]3[CH:19]=[C:20]4[C:24](=[CH:25][CH:26]=3)[N:23]([CH3:27])[N:22]=[C:21]4[C:28]3[CH:33]=[CH:32][CH:31]=[CH:30][N:29]=3)[S:17][C:13]=2[C:12]=1[C:37]1[CH:42]=[CH:41][C:40]([Cl:43])=[CH:39][CH:38]=1)[C:7]([OH:9])=[O:8])([CH3:4])([CH3:2])[CH3:3]. The catalyst class is: 242. (2) Product: [NH2:14][C@@H:4]([CH2:5][C:6]1[CH:7]=[C:8]([F:13])[CH:9]=[C:10]([F:12])[CH:11]=1)[C@H:3]([OH:22])[CH2:2][Cl:1]. Reactant: [Cl:1][CH2:2][C@@H:3]([OH:22])[C@@H:4]([NH:14]C(=O)OC(C)(C)C)[CH2:5][C:6]1[CH:11]=[C:10]([F:12])[CH:9]=[C:8]([F:13])[CH:7]=1. The catalyst class is: 5. (3) Reactant: [C:1]([C:3]1[N:7]([CH:8]2[CH2:13][CH2:12][N:11]([C:14]([O:16][CH:17]([CH3:19])[CH3:18])=[O:15])[CH2:10][CH2:9]2)[N:6]=[CH:5][C:4]=1[CH2:20][O:21][C:22]1[CH:27]=[CH:26][C:25]([C:28]2[NH:32][N:31]=[N:30][N:29]=2)=[CH:24][C:23]=1[F:33])#[N:2].[H-].[Na+].I[CH3:37]. Product: [C:1]([C:3]1[N:7]([CH:8]2[CH2:9][CH2:10][N:11]([C:14]([O:16][CH:17]([CH3:19])[CH3:18])=[O:15])[CH2:12][CH2:13]2)[N:6]=[CH:5][C:4]=1[CH2:20][O:21][C:22]1[CH:27]=[CH:26][C:25]([C:28]2[N:29]([CH3:37])[N:30]=[N:31][N:32]=2)=[CH:24][C:23]=1[F:33])#[N:2].[C:1]([C:3]1[N:7]([CH:8]2[CH2:9][CH2:10][N:11]([C:14]([O:16][CH:17]([CH3:19])[CH3:18])=[O:15])[CH2:12][CH2:13]2)[N:6]=[CH:5][C:4]=1[CH2:20][O:21][C:22]1[CH:27]=[CH:26][C:25]([C:28]2[N:32]=[N:31][N:30]([CH3:37])[N:29]=2)=[CH:24][C:23]=1[F:33])#[N:2]. The catalyst class is: 7. (4) Reactant: C([Sn](CCCC)(CCCC)[C:6]1[CH:11]=[CH:10][C:9]2[C:12]3([CH2:27][O:28][C:8]=2[CH:7]=1)[CH2:17][CH2:16][N:15]([CH2:18][CH2:19][C:20]([O:22][C:23]([CH3:26])([CH3:25])[CH3:24])=[O:21])[CH2:14][CH2:13]3)CCC.[I:37]N1C(=O)CCC1=O. Product: [I:37][C:6]1[CH:11]=[CH:10][C:9]2[C:12]3([CH2:27][O:28][C:8]=2[CH:7]=1)[CH2:17][CH2:16][N:15]([CH2:18][CH2:19][C:20]([O:22][C:23]([CH3:26])([CH3:25])[CH3:24])=[O:21])[CH2:14][CH2:13]3. The catalyst class is: 49.